The task is: Regression. Given a peptide amino acid sequence and an MHC pseudo amino acid sequence, predict their binding affinity value. This is MHC class I binding data.. This data is from Peptide-MHC class I binding affinity with 185,985 pairs from IEDB/IMGT. (1) The peptide sequence is RYSHWTKL. The MHC is HLA-B53:01 with pseudo-sequence HLA-B53:01. The binding affinity (normalized) is 0.0847. (2) The peptide sequence is FLFDRLTNG. The MHC is HLA-B15:01 with pseudo-sequence HLA-B15:01. The binding affinity (normalized) is 0.0847. (3) The MHC is Mamu-B08 with pseudo-sequence Mamu-B08. The peptide sequence is NREAVNHL. The binding affinity (normalized) is 0.306. (4) The peptide sequence is MLMFIFTGI. The MHC is HLA-B15:03 with pseudo-sequence HLA-B15:03. The binding affinity (normalized) is 0.360. (5) The peptide sequence is EEFLQCGRL. The MHC is HLA-A11:01 with pseudo-sequence HLA-A11:01. The binding affinity (normalized) is 0.0847. (6) The peptide sequence is DLSLGNQEL. The MHC is HLA-A02:16 with pseudo-sequence HLA-A02:16. The binding affinity (normalized) is 0.361. (7) The peptide sequence is NASKTINALV. The MHC is HLA-A02:03 with pseudo-sequence HLA-A02:03. The binding affinity (normalized) is 0.481. (8) The peptide sequence is WHLTPEKGW. The MHC is Mamu-B52 with pseudo-sequence Mamu-B52. The binding affinity (normalized) is 0.149.